Dataset: NCI-60 drug combinations with 297,098 pairs across 59 cell lines. Task: Regression. Given two drug SMILES strings and cell line genomic features, predict the synergy score measuring deviation from expected non-interaction effect. (1) Drug 1: C1CC(=O)NC(=O)C1N2C(=O)C3=CC=CC=C3C2=O. Drug 2: CC1C(C(CC(O1)OC2CC(CC3=C2C(=C4C(=C3O)C(=O)C5=C(C4=O)C(=CC=C5)OC)O)(C(=O)CO)O)N)O.Cl. Cell line: NCIH23. Synergy scores: CSS=48.2, Synergy_ZIP=3.34, Synergy_Bliss=4.13, Synergy_Loewe=-26.7, Synergy_HSA=4.86. (2) Drug 2: CC1C(C(CC(O1)OC2CC(CC3=C2C(=C4C(=C3O)C(=O)C5=CC=CC=C5C4=O)O)(C(=O)C)O)N)O. Cell line: OVCAR-8. Drug 1: CCC1=C2CN3C(=CC4=C(C3=O)COC(=O)C4(CC)O)C2=NC5=C1C=C(C=C5)O. Synergy scores: CSS=42.4, Synergy_ZIP=-4.81, Synergy_Bliss=-6.03, Synergy_Loewe=0.337, Synergy_HSA=1.75.